Dataset: Reaction yield outcomes from USPTO patents with 853,638 reactions. Task: Predict the reaction yield, written as a fraction of the theoretical maximum amount of product (1.0 means a 100% yield; for example, 0.34 means a 34% yield). (1) The reactants are [CH3:1][O:2][C:3](=[O:41])[C:4]1[CH:9]=[CH:8][C:7]([NH:10][CH2:11][CH2:12][C:13]2[C:21]3[C:16](=[CH:17][CH:18]=[C:19]([Cl:22])[CH:20]=3)[N:15]([CH:23]([C:30]3[CH:35]=[CH:34][CH:33]=[CH:32][CH:31]=3)[C:24]3[CH:29]=[CH:28][CH:27]=[CH:26][CH:25]=3)[C:14]=2[CH2:36][CH2:37][N:38]=[N+]=[N-])=[CH:6][CH:5]=1.C1C=CC(P(C2C=CC=CC=2)C2C=CC=CC=2)=CC=1.O. The catalyst is C1COCC1.CCOC(C)=O. The product is [CH3:1][O:2][C:3](=[O:41])[C:4]1[CH:5]=[CH:6][C:7]([NH:10][CH2:11][CH2:12][C:13]2[C:21]3[C:16](=[CH:17][CH:18]=[C:19]([Cl:22])[CH:20]=3)[N:15]([CH:23]([C:30]3[CH:31]=[CH:32][CH:33]=[CH:34][CH:35]=3)[C:24]3[CH:29]=[CH:28][CH:27]=[CH:26][CH:25]=3)[C:14]=2[CH2:36][CH2:37][NH2:38])=[CH:8][CH:9]=1. The yield is 0.530. (2) The reactants are [F:1][C:2]1[CH:7]=[CH:6][CH:5]=[C:4]([F:8])[C:3]=1[C:9]1[C:14]([F:15])=[CH:13][CH:12]=[C:11]([CH3:16])[N:10]=1.[O-:17][Mn](=O)(=O)=O.[K+].[OH2:23]. No catalyst specified. The product is [F:1][C:2]1[CH:7]=[CH:6][CH:5]=[C:4]([F:8])[C:3]=1[C:9]1[N:10]=[C:11]([C:16]([OH:17])=[O:23])[CH:12]=[CH:13][C:14]=1[F:15]. The yield is 0.320. (3) The reactants are [CH2:1]([NH:3][C:4](=[O:43])[NH:5][C:6]1[N:11]=[CH:10][C:9]([C:12]2[CH:13]=[C:14]3[C:19](=[CH:20][CH:21]=2)[N:18]([CH2:22][C@@H:23]2[CH2:27][CH2:26][NH:25][CH2:24]2)[CH:17]=[C:16]([C:28]([O:30][CH2:31][CH3:32])=[O:29])[C:15]3=[O:33])=[C:8]([C:34]2[S:35][CH:36]=[C:37]([C:39]([F:42])([F:41])[F:40])[N:38]=2)[CH:7]=1)[CH3:2].Cl.O.[N:46]1([CH2:52][CH:53]=O)[CH2:51][CH2:50][O:49][CH2:48][CH2:47]1.C([BH3-])#N. The catalyst is CO. The product is [CH2:1]([NH:3][C:4](=[O:43])[NH:5][C:6]1[N:11]=[CH:10][C:9]([C:12]2[CH:13]=[C:14]3[C:19](=[CH:20][CH:21]=2)[N:18]([CH2:22][C@@H:23]2[CH2:27][CH2:26][N:25]([CH2:53][CH2:52][N:46]4[CH2:51][CH2:50][O:49][CH2:48][CH2:47]4)[CH2:24]2)[CH:17]=[C:16]([C:28]([O:30][CH2:31][CH3:32])=[O:29])[C:15]3=[O:33])=[C:8]([C:34]2[S:35][CH:36]=[C:37]([C:39]([F:42])([F:41])[F:40])[N:38]=2)[CH:7]=1)[CH3:2]. The yield is 0.386. (4) The reactants are Br[C:2]1[S:3][C:4]([C:8]([O:10][CH2:11][CH3:12])=[O:9])=[C:5]([Br:7])[N:6]=1.C(=O)([O-])[O-].[Cs+].[Cs+].O1CCCC1.[NH:24]1[CH2:29][CH2:28][O:27][CH2:26][CH2:25]1. The catalyst is CCOC(C)=O.O. The product is [Br:7][C:5]1[N:6]=[C:2]([N:24]2[CH2:29][CH2:28][O:27][CH2:26][CH2:25]2)[S:3][C:4]=1[C:8]([O:10][CH2:11][CH3:12])=[O:9]. The yield is 0.810. (5) The product is [CH2:45]([N:8]([CH2:1][C:2]1[CH:3]=[CH:4][CH:5]=[CH:6][CH:7]=1)[CH:9]1[CH2:13][CH:12]([C:14](=[O:43])[CH2:15][NH:16][C:24]2[N:25]=[C:26]3[CH:32]=[CH:31][N:30]([S:33]([C:36]4[CH:37]=[CH:38][C:39]([CH3:40])=[CH:41][CH:42]=4)(=[O:35])=[O:34])[C:27]3=[N:28][CH:29]=2)[CH:11]([CH3:44])[CH2:10]1)[C:46]1[CH:51]=[CH:50][CH:49]=[CH:48][CH:47]=1. The catalyst is Cl. The yield is 0.980. The reactants are [CH2:1]([N:8]([CH2:45][C:46]1[CH:51]=[CH:50][CH:49]=[CH:48][CH:47]=1)[CH:9]1[CH2:13][CH:12]([C:14](=[O:43])[CH2:15][N:16]([C:24]2[N:25]=[C:26]3[CH:32]=[CH:31][N:30]([S:33]([C:36]4[CH:42]=[CH:41][C:39]([CH3:40])=[CH:38][CH:37]=4)(=[O:35])=[O:34])[C:27]3=[N:28][CH:29]=2)C(=O)OC(C)(C)C)[CH:11]([CH3:44])[CH2:10]1)[C:2]1[CH:7]=[CH:6][CH:5]=[CH:4][CH:3]=1. (6) The reactants are [Br:1][CH2:2][C:3]1[CH:10]=[CH:9][C:6]([C:7]#N)=[CH:5][C:4]=1[Cl:11].CC(C[AlH]CC(C)C)C.Cl.[OH2:22]. The catalyst is C1(C)C=CC=CC=1. The product is [Br:1][CH2:2][C:3]1[CH:10]=[CH:9][C:6]([CH:7]=[O:22])=[CH:5][C:4]=1[Cl:11]. The yield is 0.800.